This data is from Peptide-MHC class I binding affinity with 185,985 pairs from IEDB/IMGT. The task is: Regression. Given a peptide amino acid sequence and an MHC pseudo amino acid sequence, predict their binding affinity value. This is MHC class I binding data. (1) The peptide sequence is SLFTEQAFY. The MHC is HLA-A01:01 with pseudo-sequence HLA-A01:01. The binding affinity (normalized) is 0.0414. (2) The peptide sequence is GYTMHANYI. The MHC is HLA-A29:02 with pseudo-sequence HLA-A29:02. The binding affinity (normalized) is 0. (3) The peptide sequence is FYRNISDPL. The MHC is HLA-A24:03 with pseudo-sequence HLA-A24:03. The binding affinity (normalized) is 0.763. (4) The peptide sequence is ILSKIPYLR. The MHC is HLA-A68:01 with pseudo-sequence HLA-A68:01. The binding affinity (normalized) is 0.761. (5) The MHC is HLA-B18:01 with pseudo-sequence HLA-B18:01. The binding affinity (normalized) is 0.0847. The peptide sequence is LPYPVLLKI. (6) The peptide sequence is NVLAWLYAA. The MHC is HLA-A02:02 with pseudo-sequence HLA-A02:02. The binding affinity (normalized) is 0.816.